Dataset: Full USPTO retrosynthesis dataset with 1.9M reactions from patents (1976-2016). Task: Predict the reactants needed to synthesize the given product. (1) Given the product [F:1][C:2]1[C:3]([N:26]2[CH2:27][CH:28]([NH2:30])[CH2:29]2)=[N:4][C:5]([C:8]2[CH:12]=[C:11]([C:13]3[CH:17]=[CH:16][O:15][N:14]=3)[N:10]([CH2:18][C:19]3[CH:24]=[CH:23][CH:22]=[CH:21][C:20]=3[F:25])[N:9]=2)=[N:6][CH:7]=1, predict the reactants needed to synthesize it. The reactants are: [F:1][C:2]1[C:3]([N:26]2[CH2:29][CH:28]([NH:30]C(=O)OC(C)(C)C)[CH2:27]2)=[N:4][C:5]([C:8]2[CH:12]=[C:11]([C:13]3[CH:17]=[CH:16][O:15][N:14]=3)[N:10]([CH2:18][C:19]3[CH:24]=[CH:23][CH:22]=[CH:21][C:20]=3[F:25])[N:9]=2)=[N:6][CH:7]=1.C(O)(C(F)(F)F)=O. (2) Given the product [Br:12][C:4]1[CH:3]=[N:2][N:1]([C:6]2[CH:11]=[CH:10][N:9]=[CH:8][CH:7]=2)[CH:5]=1, predict the reactants needed to synthesize it. The reactants are: [N:1]1([C:6]2[CH:11]=[CH:10][N:9]=[CH:8][CH:7]=2)[CH:5]=[CH:4][CH:3]=[N:2]1.[Br:12]Br. (3) The reactants are: [OH:1][CH:2]1[CH2:7][CH2:6][N:5]([C:8](OC(C)(C)C)=O)[CH2:4][CH2:3]1.OC1CCC[N:19](C(OC(C)(C)C)=O)CC1.N[C:31]1[S:35][C:34]([C:36]2[C:41]([F:42])=[CH:40][CH:39]=[CH:38][C:37]=2[F:43])=[N:33][C:32]=1[C:44]([OH:46])=O.FC1C=CC=C(F)C=1C1[S:56][CH:57]=[C:58]([C:60](O)=O)[N:59]=1. Given the product [NH:5]1[CH2:8][CH2:4][CH2:3][CH:2]([O:1][C:57]2[S:56][N:19]=[CH:59][C:58]=2[NH:60][C:44]([C:32]2[N:33]=[C:34]([C:36]3[C:37]([F:43])=[CH:38][CH:39]=[CH:40][C:41]=3[F:42])[S:35][CH:31]=2)=[O:46])[CH2:7][CH2:6]1, predict the reactants needed to synthesize it. (4) Given the product [F:31][C:2]([F:30])([F:1])[CH2:3][NH:4][C:5]([C:7]1([CH2:20][CH2:21][CH2:22][CH2:23][N:24]2[CH2:25][CH2:26][N:27]([C:43](=[O:44])[CH2:42][C:35]3[CH:36]=[C:37]([O:40][CH3:41])[CH:38]=[CH:39][C:34]=3[O:33][CH3:32])[CH2:28][CH2:29]2)[C:8]2[CH:9]=[CH:10][CH:11]=[CH:12][C:13]=2[C:14]2[C:19]1=[CH:18][CH:17]=[CH:16][CH:15]=2)=[O:6], predict the reactants needed to synthesize it. The reactants are: [F:1][C:2]([F:31])([F:30])[CH2:3][NH:4][C:5]([C:7]1([CH2:20][CH2:21][CH2:22][CH2:23][N:24]2[CH2:29][CH2:28][NH:27][CH2:26][CH2:25]2)[C:19]2[CH:18]=[CH:17][CH:16]=[CH:15][C:14]=2[C:13]2[C:8]1=[CH:9][CH:10]=[CH:11][CH:12]=2)=[O:6].[CH3:32][O:33][C:34]1[CH:39]=[CH:38][C:37]([O:40][CH3:41])=[CH:36][C:35]=1[CH2:42][C:43](Cl)=[O:44]. (5) Given the product [F:33][C:2]([F:1])([F:32])[C:3]1[CH:4]=[C:5]([CH:25]=[C:26]([C:28]([F:31])([F:30])[F:29])[CH:27]=1)[C:6]([N:8]1[CH2:9][CH2:10][C:11]2([N:15]([C:16]3[CH:17]=[CH:18][CH:19]=[CH:20][CH:21]=3)[CH2:14][N:13]([C:37]3[CH:38]=[CH:39][N:34]=[CH:35][CH:36]=3)[C:12]2=[O:22])[CH2:23][CH2:24]1)=[O:7], predict the reactants needed to synthesize it. The reactants are: [F:1][C:2]([F:33])([F:32])[C:3]1[CH:4]=[C:5]([CH:25]=[C:26]([C:28]([F:31])([F:30])[F:29])[CH:27]=1)[C:6]([N:8]1[CH2:24][CH2:23][C:11]2([N:15]([C:16]3[CH:21]=[CH:20][CH:19]=[CH:18][CH:17]=3)[CH2:14][NH:13][C:12]2=[O:22])[CH2:10][CH2:9]1)=[O:7].[N:34]1[CH:39]=[CH:38][C:37](B(O)O)=[CH:36][CH:35]=1.C(N(CC)CC)C. (6) Given the product [ClH:67].[NH2:8][CH2:9][C@H:10]1[CH2:15][CH2:14][C@H:13]([C:16]([NH:18][C@@H:19]([CH2:43][C:44]2[CH:49]=[CH:48][C:47]([C:50]3[CH:55]=[CH:54][C:53]([C:56](=[O:65])[NH:57][C@@H:58]4[CH2:63][CH2:62][CH2:61][NH:60][C:59]4=[O:64])=[C:52]([F:66])[CH:51]=3)=[CH:46][CH:45]=2)[C:20]([NH:22][C:23]2[CH:24]=[CH:25][C:26]([C:29]3[N:33]=[C:32]([C:34]([F:41])([F:42])[C:35]([F:39])([F:40])[C:36]([OH:38])=[O:37])[NH:31][N:30]=3)=[CH:27][CH:28]=2)=[O:21])=[O:17])[CH2:12][CH2:11]1, predict the reactants needed to synthesize it. The reactants are: C(OC([NH:8][CH2:9][C@H:10]1[CH2:15][CH2:14][C@H:13]([C:16]([NH:18][C@@H:19]([CH2:43][C:44]2[CH:49]=[CH:48][C:47]([C:50]3[CH:55]=[CH:54][C:53]([C:56](=[O:65])[NH:57][C@@H:58]4[CH2:63][CH2:62][CH2:61][NH:60][C:59]4=[O:64])=[C:52]([F:66])[CH:51]=3)=[CH:46][CH:45]=2)[C:20]([NH:22][C:23]2[CH:28]=[CH:27][C:26]([C:29]3[N:33]=[C:32]([C:34]([F:42])([F:41])[C:35]([F:40])([F:39])[C:36]([OH:38])=[O:37])[NH:31][N:30]=3)=[CH:25][CH:24]=2)=[O:21])=[O:17])[CH2:12][CH2:11]1)=O)(C)(C)C.[ClH:67]. (7) Given the product [Br:13][C:14]1[CH:19]=[CH:18][C:17]([C:20]([CH3:25])([CH3:1])[C:21]([OH:23])=[O:22])=[CH:16][CH:15]=1, predict the reactants needed to synthesize it. The reactants are: [CH:1](NC(C)C)(C)C.C([Li])CCC.[Br:13][C:14]1[CH:19]=[CH:18][C:17]([CH:20]([CH3:25])[C:21]([O:23]C)=[O:22])=[CH:16][CH:15]=1.IC.CC(C)([O-])C.[K+].[Cl-].[NH4+].[OH-].[Li+]. (8) Given the product [Cl:1][C:2]1[CH:10]=[CH:9][C:8]2[N:7]([C:37]#[C:38][C:39]3[CH:44]=[N:43][C:42]([CH2:45][CH2:46][CH3:47])=[CH:41][CH:40]=3)[C:6]3[CH2:11][CH2:12][N:13]([CH3:15])[CH2:14][C:5]=3[C:4]=2[CH:3]=1, predict the reactants needed to synthesize it. The reactants are: [Cl:1][C:2]1[CH:10]=[CH:9][C:8]2[NH:7][C:6]3[CH2:11][CH2:12][N:13]([CH3:15])[CH2:14][C:5]=3[C:4]=2[CH:3]=1.C(=O)([O-])[O-].[K+].[K+].N1C2C(=CC=C3C=2N=CC=C3)C=CC=1.Br[C:37]#[C:38][C:39]1[CH:40]=[CH:41][C:42]([CH2:45][CH2:46][CH3:47])=[N:43][CH:44]=1. (9) Given the product [CH2:19]([O:18][C:16]([N:7]1[CH2:8][CH2:9][N:4]([CH2:3][CH2:2][OH:1])[CH2:5][CH2:6]1)=[O:17])[C:20]1[CH:25]=[CH:24][CH:23]=[CH:22][CH:21]=1, predict the reactants needed to synthesize it. The reactants are: [OH:1][CH2:2][CH2:3][N:4]1[CH2:9][CH2:8][NH:7][CH2:6][CH2:5]1.C(=O)([O-])O.[Na+].Cl[C:16]([O:18][CH2:19][C:20]1[CH:25]=[CH:24][CH:23]=[CH:22][CH:21]=1)=[O:17].